This data is from Full USPTO retrosynthesis dataset with 1.9M reactions from patents (1976-2016). The task is: Predict the reactants needed to synthesize the given product. (1) Given the product [Cl:24][CH2:14][CH2:13][C:12]#[C:11][C:10]1[C:2]([F:1])=[C:3]2[C:7](=[CH:8][CH:9]=1)[N:6]([CH:16]1[CH2:21][CH2:20][CH2:19][CH2:18][O:17]1)[N:5]=[CH:4]2, predict the reactants needed to synthesize it. The reactants are: [F:1][C:2]1[C:10]([C:11]#[C:12][CH2:13][CH2:14]O)=[CH:9][CH:8]=[C:7]2[C:3]=1[CH:4]=[N:5][N:6]2[CH:16]1[CH2:21][CH2:20][CH2:19][CH2:18][O:17]1.O=P(Cl)(Cl)[Cl:24].O. (2) Given the product [CH3:1][O:2][C:3]([C:5]1[CH:6]=[CH:7][C:8]2[C:12]([CH:13]=1)=[N:11][N:10]([N+:14]([O-:16])=[O:15])[CH:9]=2)=[O:4], predict the reactants needed to synthesize it. The reactants are: [CH3:1][O:2][C:3]([C:5]1[CH:13]=[C:12]2[C:8]([CH:9]=[N:10][NH:11]2)=[CH:7][CH:6]=1)=[O:4].[N+:14]([O-])([OH:16])=[O:15].CC(OC(C)=O)=O.